This data is from Full USPTO retrosynthesis dataset with 1.9M reactions from patents (1976-2016). The task is: Predict the reactants needed to synthesize the given product. (1) Given the product [Cl:21][C:5]1[C:6]([NH:8][C:9]2[CH:14]=[CH:13][CH:12]=[CH:11][C:10]=2[S:15]([CH:18]([CH3:20])[CH3:19])(=[O:17])=[O:16])=[N:7][C:2]([NH:31][C:30]2[CH:32]=[C:26]([P:23]([CH3:22])([CH3:25])=[O:24])[CH:27]=[CH:28][C:29]=2[O:33][CH3:34])=[N:3][CH:4]=1, predict the reactants needed to synthesize it. The reactants are: Cl[C:2]1[N:7]=[C:6]([NH:8][C:9]2[CH:14]=[CH:13][CH:12]=[CH:11][C:10]=2[S:15]([CH:18]([CH3:20])[CH3:19])(=[O:17])=[O:16])[C:5]([Cl:21])=[CH:4][N:3]=1.[CH3:22][P:23]([C:26]1[CH:27]=[CH:28][C:29]([O:33][CH3:34])=[C:30]([CH:32]=1)[NH2:31])([CH3:25])=[O:24].[OH-].[Na+]. (2) Given the product [F:1][C:2]1[CH:3]=[C:4]([NH:10][C:11]2[N:19]=[CH:18][CH:17]=[CH:16][C:12]=2[C:13]([NH:25][C:21]([CH3:22])([C:23]#[CH:24])[CH3:20])=[O:15])[CH:5]=[C:6]([O:8][CH3:9])[CH:7]=1, predict the reactants needed to synthesize it. The reactants are: [F:1][C:2]1[CH:3]=[C:4]([NH:10][C:11]2[N:19]=[CH:18][CH:17]=[CH:16][C:12]=2[C:13]([OH:15])=O)[CH:5]=[C:6]([O:8][CH3:9])[CH:7]=1.[CH3:20][C:21]([NH2:25])([C:23]#[CH:24])[CH3:22].C1C=CC2N(O)N=NC=2C=1.CCN=C=NCCCN(C)C.CCN(C(C)C)C(C)C. (3) Given the product [CH:5]1([N:12]2[CH2:16][CH2:15][C:14]3([CH2:20][CH2:19][NH:18][CH2:17]3)[CH2:13]2)[CH2:6][CH2:11]1, predict the reactants needed to synthesize it. The reactants are: [BH3-]C#N.[Na+].[CH2:5]([N:12]1[CH2:16][CH2:15][C:14]2([CH2:20][CH2:19][NH:18][CH2:17]2)[CH2:13]1)[C:6]1[CH:11]=CC=CC=1.C(O)(=O)C.C(C1(O[Si](C)(C)C)CC1)C.C(N)C1C=CC=CC=1.N#N. (4) The reactants are: [Br:1][C:2]1[S:3][CH:4]=[C:5]([C:7]([O:9]C)=[O:8])[N:6]=1.C(C1C=CC(C)=C(C=1)OC1OC=C(C(O)=O)N=1)(C)(C)C. Given the product [Br:1][C:2]1[S:3][CH:4]=[C:5]([C:7]([OH:9])=[O:8])[N:6]=1, predict the reactants needed to synthesize it. (5) Given the product [CH3:13][O:12][C:8]1[CH:9]=[CH:10][CH:11]=[C:3]([O:2][CH3:1])[C:4]=1/[CH:5]=[N:6]/[NH:7][C:23]([NH:22][C@@H:20]([C:14]1[CH:19]=[CH:18][CH:17]=[CH:16][CH:15]=1)[CH3:21])=[S:24], predict the reactants needed to synthesize it. The reactants are: [CH3:1][O:2][C:3]1[CH:11]=[CH:10][CH:9]=[C:8]([O:12][CH3:13])[C:4]=1[CH:5]=[N:6][NH2:7].[C:14]1([C@H:20]([N:22]=[C:23]=[S:24])[CH3:21])[CH:19]=[CH:18][CH:17]=[CH:16][CH:15]=1. (6) Given the product [F:29][CH:27]([F:28])[CH2:26][NH:25][C:20]1[N:21]=[C:22]2[CH2:23][CH2:24][NH:15][CH2:16][C:17]2=[N:18][C:19]=1[N:30]1[CH2:31][CH2:32][CH:33]([O:36][C:37]2[CH:42]=[CH:41][C:40]([F:43])=[CH:39][C:38]=2[F:44])[CH2:34][CH2:35]1.[C:2]([OH:3])([C:4]([F:7])([F:6])[F:5])=[O:1], predict the reactants needed to synthesize it. The reactants are: [OH:1][C:2]([C:4]([F:7])([F:6])[F:5])=[O:3].C([N:15]1[CH2:24][CH2:23][C:22]2[C:17](=[N:18][C:19]([N:30]3[CH2:35][CH2:34][CH:33]([O:36][C:37]4[CH:42]=[CH:41][C:40]([F:43])=[CH:39][C:38]=4[F:44])[CH2:32][CH2:31]3)=[C:20]([NH:25][CH2:26][CH:27]([F:29])[F:28])[N:21]=2)[CH2:16]1)C1C=CC=CC=1. (7) The reactants are: [CH3:1][O:2][C:3]1[CH:4]=[C:5]([CH:33]=[CH:34][C:35]=1[O:36][CH3:37])[CH2:6][CH:7]1[C:16]2[C:11](=[CH:12][C:13]([O:18][CH3:19])=[C:14]([OH:17])[CH:15]=2)[CH2:10][CH2:9][N:8]1[CH2:20][C:21]([NH:23][CH:24]1[C:32]2[C:27](=[CH:28][CH:29]=[CH:30][CH:31]=2)[CH2:26][CH2:25]1)=[O:22].Cl[C:39]1[CH:44]=[CH:43][C:42]([Cl:45])=[CH:41][N:40]=1. Given the product [CH3:1][O:2][C:3]1[CH:4]=[C:5]([CH:33]=[CH:34][C:35]=1[O:36][CH3:37])[CH2:6][CH:7]1[C:16]2[C:11](=[CH:12][C:13]([O:18][CH3:19])=[C:14]([O:17][C:39]3[CH:44]=[CH:43][C:42]([Cl:45])=[CH:41][N:40]=3)[CH:15]=2)[CH2:10][CH2:9][N:8]1[CH2:20][C:21]([NH:23][CH:24]1[C:32]2[C:27](=[CH:28][CH:29]=[CH:30][CH:31]=2)[CH2:26][CH2:25]1)=[O:22], predict the reactants needed to synthesize it.